Predict the reaction yield, written as a fraction of the theoretical maximum amount of product (1.0 means a 100% yield; for example, 0.34 means a 34% yield). From a dataset of Reaction yield outcomes from USPTO patents with 853,638 reactions. (1) The reactants are [OH:1][CH:2]1[CH2:5][N:4]([C:6]([O:8][CH2:9][C:10]2[CH:15]=[CH:14][CH:13]=[CH:12][CH:11]=2)=[O:7])[CH2:3]1.CC(OI1(OC(C)=O)(OC(C)=O)OC(=O)C2C=CC=CC1=2)=O. The catalyst is ClCCl. The product is [O:1]=[C:2]1[CH2:5][N:4]([C:6]([O:8][CH2:9][C:10]2[CH:15]=[CH:14][CH:13]=[CH:12][CH:11]=2)=[O:7])[CH2:3]1. The yield is 0.990. (2) The reactants are [Br:1][C:2]1[CH:7]=[CH:6][C:5]([C@H:8]([NH2:10])[CH3:9])=[CH:4][CH:3]=1.[CH:11](N(C(C)C)CC)([CH3:13])[CH3:12].[CH2:20](Br)[CH:21]=[CH2:22]. The catalyst is C1(C)C=CC=CC=1. The product is [CH2:13]([N:10]([CH2:22][CH:21]=[CH2:20])[C@@H:8]([C:5]1[CH:6]=[CH:7][C:2]([Br:1])=[CH:3][CH:4]=1)[CH3:9])[CH:11]=[CH2:12]. The yield is 0.990. (3) The reactants are [CH2:1]([O:3][CH:4]([O:33][CH2:34][CH3:35])[C:5]1[CH:10]=[CH:9][C:8]([CH:11]2[CH:20]([C:21]3[N:22]([CH3:26])[CH:23]=[CH:24][N:25]=3)[C:19](=O)[C:18]3[C:17]([C:28]([O:30]CC)=O)=[CH:16][CH:15]=[CH:14][C:13]=3[NH:12]2)=[CH:7][CH:6]=1)[CH3:2].O.[NH2:37][NH2:38]. The catalyst is CO. The product is [CH2:34]([O:33][CH:4]([O:3][CH2:1][CH3:2])[C:5]1[CH:6]=[CH:7][C:8]([CH:11]2[NH:12][C:13]3[C:18]4[C:19](=[N:37][NH:38][C:28](=[O:30])[C:17]=4[CH:16]=[CH:15][CH:14]=3)[CH:20]2[C:21]2[N:22]([CH3:26])[CH:23]=[CH:24][N:25]=2)=[CH:9][CH:10]=1)[CH3:35]. The yield is 0.550. (4) The reactants are Cl.[C:2](=[NH:7])([O:4][CH2:5][CH3:6])[CH3:3].C(N(CC)CC)C.[C:15](Cl)(=[O:22])[C:16]1[CH:21]=[CH:20][CH:19]=[CH:18][CH:17]=1. The catalyst is C1(C)C=CC=CC=1. The product is [CH2:5]([O:4][C:2](=[N:7][C:15](=[O:22])[C:16]1[CH:21]=[CH:20][CH:19]=[CH:18][CH:17]=1)[CH3:3])[CH3:6]. The yield is 0.820.